Dataset: Reaction yield outcomes from USPTO patents with 853,638 reactions. Task: Predict the reaction yield, written as a fraction of the theoretical maximum amount of product (1.0 means a 100% yield; for example, 0.34 means a 34% yield). (1) The reactants are [Br:1][C:2]1[CH:3]=[CH:4][C:5]([CH:10]=O)=[C:6]([CH:9]=1)[C:7]#[N:8].[NH:12]1[CH2:17][CH2:16][O:15][CH2:14][CH2:13]1.C(O)(=O)C.C(O[BH-](OC(=O)C)OC(=O)C)(=O)C.[Na+]. The catalyst is ClC(Cl)C.ClCCl. The product is [Br:1][C:2]1[CH:3]=[CH:4][C:5]([CH2:10][N:12]2[CH2:17][CH2:16][O:15][CH2:14][CH2:13]2)=[C:6]([CH:9]=1)[C:7]#[N:8]. The yield is 0.560. (2) The reactants are C([O:8][C:9]1[CH:10]=[C:11]2[N:21]([C:22]([C:24]3[NH:25][C:26]4[C:31]([CH:32]=3)=[CH:30][C:29]([O:33][CH3:34])=[C:28]([O:35][CH3:36])[C:27]=4[O:37][CH3:38])=[O:23])[CH2:20][CH:19]([CH2:39][Cl:40])[C:12]2=[C:13]2[C:18]=1[N:17]=[CH:16][CH:15]=[CH:14]2)C1C=CC=CC=1. The catalyst is [Pd].C1COCC1. The product is [Cl:40][CH2:39][CH:19]1[C:12]2=[C:13]3[C:18](=[C:9]([OH:8])[CH:10]=[C:11]2[N:21]([C:22]([C:24]2[NH:25][C:26]4[C:31]([CH:32]=2)=[CH:30][C:29]([O:33][CH3:34])=[C:28]([O:35][CH3:36])[C:27]=4[O:37][CH3:38])=[O:23])[CH2:20]1)[N:17]=[CH:16][CH:15]=[CH:14]3. The yield is 0.660. (3) The reactants are [CH2:1]([O:8][C:9]1[C:17]2[CH:16]([CH2:18][C:19]([O:21][CH2:22][CH3:23])=[O:20])[O:15][B:14]([OH:24])[C:13]=2[CH:12]=[C:11]([O:25]C2CCCCO2)[CH:10]=1)[C:2]1[CH:7]=[CH:6][CH:5]=[CH:4][CH:3]=1.Cl.CCN(CC)CC. The catalyst is C1COCC1. The product is [CH2:1]([O:8][C:9]1[C:17]2[CH:16]([CH2:18][C:19]([O:21][CH2:22][CH3:23])=[O:20])[O:15][B:14]([OH:24])[C:13]=2[CH:12]=[C:11]([OH:25])[CH:10]=1)[C:2]1[CH:7]=[CH:6][CH:5]=[CH:4][CH:3]=1. The yield is 0.950. (4) The reactants are C([NH:8][CH2:9][CH:10](O)[CH2:11][NH:12][CH2:13][C:14]1[CH:19]=[CH:18][CH:17]=[CH:16][CH:15]=1)C1C=CC=CC=1.NCCCN.[O-]S([O-])(=O)=O.[Na+].[Na+].[N:33]1[CH:38]=[CH:37][CH:36]=[CH:35][C:34]=1C1C=CC=CC=1C=O.[BH4-].[Na+].[N:49]1[CH:54]=[CH:53][CH:52]=[CH:51][C:50]=1[C:55]1[CH:79]=[CH:78][C:58]([CH2:59]NCCCN[CH2:59][C:58]2[CH:57]=[CH:56][C:55]([C:50]3[CH:51]=[CH:52][CH:53]=[CH:54][N:49]=3)=[CH:79][CH:78]=2)=[CH:57][CH:56]=1. No catalyst specified. The product is [N:49]1[CH:54]=[CH:53][CH:52]=[CH:51][C:50]=1[C:55]1[CH:79]=[CH:78][C:58]([CH2:59][N:12]([CH2:13][C:14]2[CH:15]=[CH:16][C:17]([C:34]3[CH:35]=[CH:36][CH:37]=[CH:38][N:33]=3)=[CH:18][CH:19]=2)[CH2:11][CH2:10][CH2:9][NH2:8])=[CH:57][CH:56]=1. The yield is 0.760. (5) The reactants are [F:1][C:2]1[CH:9]=[CH:8][C:5]([CH2:6]Br)=[CH:4][CH:3]=1.[CH2:10]([O:12][C:13](=[O:37])[C:14]1[CH:19]=[CH:18][CH:17]=[C:16]([N:20]2[C:24]([CH3:25])=[CH:23][CH:22]=[C:21]2[C:26]2[CH:31]=[C:30]([S:32]([CH3:35])(=[O:34])=[O:33])[CH:29]=[CH:28][C:27]=2[OH:36])[CH:15]=1)[CH3:11].C([O-])([O-])=O.[K+].[K+]. The catalyst is CN(C=O)C.CCOC(C)=O. The product is [CH2:10]([O:12][C:13](=[O:37])[C:14]1[CH:19]=[CH:18][CH:17]=[C:16]([N:20]2[C:24]([CH3:25])=[CH:23][CH:22]=[C:21]2[C:26]2[CH:31]=[C:30]([S:32]([CH3:35])(=[O:33])=[O:34])[CH:29]=[CH:28][C:27]=2[O:36][CH2:6][C:5]2[CH:8]=[CH:9][C:2]([F:1])=[CH:3][CH:4]=2)[CH:15]=1)[CH3:11]. The yield is 0.900. (6) The reactants are I[C:2]1[C:10]2[C:5](=[CH:6][C:7]([CH:11]3[C:13]4([C:21]5[C:16](=[CH:17][CH:18]=[C:19]([NH:22]C(=O)OC(C)(C)C)[CH:20]=5)[NH:15][C:14]4=[O:30])[CH2:12]3)=[CH:8][CH:9]=2)[NH:4][N:3]=1.[CH3:31][N:32]1[CH2:37][CH2:36][N:35]([C:38]2[CH:43]=[CH:42][C:41](B3OC(C)(C)C(C)(C)O3)=[CH:40][CH:39]=2)[CH2:34][CH2:33]1.C(O)(C(F)(F)F)=O. The catalyst is C(Cl)Cl. The product is [NH2:22][C:19]1[CH:20]=[C:21]2[C:16](=[CH:17][CH:18]=1)[NH:15][C:14](=[O:30])[C@:13]12[CH2:12][C@H:11]1[C:7]1[CH:6]=[C:5]2[C:10]([C:2]([C:41]3[CH:40]=[CH:39][C:38]([N:35]4[CH2:34][CH2:33][N:32]([CH3:31])[CH2:37][CH2:36]4)=[CH:43][CH:42]=3)=[N:3][NH:4]2)=[CH:9][CH:8]=1. The yield is 0.150. (7) The reactants are Br[CH2:2][C:3]([C:5]1[CH:10]=[CH:9][CH:8]=[C:7]([O:11][CH3:12])[CH:6]=1)=[O:4].[N:13]1[CH:18]=[CH:17][CH:16]=[CH:15][C:14]=1[C:19]1[C:20]([N:25]2[CH2:30][CH2:29][NH:28][CH2:27][CH2:26]2)=[N:21][CH:22]=[CH:23][CH:24]=1.C([O-])([O-])=O.[K+].[K+]. The catalyst is C(#N)C. The product is [CH3:12][O:11][C:7]1[CH:6]=[C:5]([C:3](=[O:4])[CH2:2][N:28]2[CH2:29][CH2:30][N:25]([C:20]3[C:19]([C:14]4[CH:15]=[CH:16][CH:17]=[CH:18][N:13]=4)=[CH:24][CH:23]=[CH:22][N:21]=3)[CH2:26][CH2:27]2)[CH:10]=[CH:9][CH:8]=1. The yield is 1.00. (8) The reactants are [CH2:1]([N:3]([CH2:31][CH3:32])[C:4](=[O:30])[C:5]1[CH:10]=[CH:9][C:8]([N:11]([CH2:21][C:22]2[CH:27]=[CH:26][CH:25]=[C:24]([O:28]C)[CH:23]=2)[CH:12]2[CH2:17][CH2:16][N:15]([CH2:18][CH2:19][CH3:20])[CH2:14][CH2:13]2)=[CH:7][CH:6]=1)[CH3:2].B(Br)(Br)Br.C(=O)(O)[O-].[Na+]. The catalyst is ClCCl.C(=O)([O-])[O-].[Na+].[Na+]. The product is [CH2:31]([N:3]([CH2:1][CH3:2])[C:4](=[O:30])[C:5]1[CH:6]=[CH:7][C:8]([N:11]([CH2:21][C:22]2[CH:27]=[CH:26][CH:25]=[C:24]([OH:28])[CH:23]=2)[CH:12]2[CH2:17][CH2:16][N:15]([CH2:18][CH2:19][CH3:20])[CH2:14][CH2:13]2)=[CH:9][CH:10]=1)[CH3:32]. The yield is 0.0900. (9) The reactants are [H-].[Na+].[Br:3][C:4]1[CH:5]=[C:6]([C:10]([CH3:14])([CH3:13])[CH2:11][OH:12])[CH:7]=[CH:8][CH:9]=1.[CH3:15]I. The catalyst is C1COCC1.CCOCC. The product is [Br:3][C:4]1[CH:9]=[CH:8][CH:7]=[C:6]([C:10]([CH3:14])([CH3:13])[CH2:11][O:12][CH3:15])[CH:5]=1. The yield is 0.910.